Task: Predict the product of the given reaction.. Dataset: Forward reaction prediction with 1.9M reactions from USPTO patents (1976-2016) (1) Given the reactants [CH3:1][O:2][C:3](=[O:15])[C:4]1[CH:9]=[CH:8][C:7]([CH:10]=O)=[C:6]([N+]([O-])=O)[CH:5]=1.[CH2:16]([O:18][C:19](=[O:22])[CH2:20][SH:21])[CH3:17].C([O-])([O-])=O.[K+].[K+], predict the reaction product. The product is: [CH3:1][O:2][C:3]([C:4]1[CH:9]=[CH:8][C:7]2[CH:10]=[C:20]([C:19]([O:18][CH2:16][CH3:17])=[O:22])[S:21][C:6]=2[CH:5]=1)=[O:15]. (2) Given the reactants [NH:1]1[CH2:6][CH2:5][CH:4]([O:7][C:8]2[C:9]([C:14]3[CH:19]=[CH:18][N:17]=[CH:16][CH:15]=3)=[N:10][CH:11]=[CH:12][CH:13]=2)[CH2:3][CH2:2]1.[CH3:20][N:21]1[CH:25]=[C:24]([CH:26]=O)[CH:23]=[N:22]1.C(O[BH-](OC(=O)C)OC(=O)C)(=O)C.[Na+].[OH-].[Na+], predict the reaction product. The product is: [CH3:20][N:21]1[CH:25]=[C:24]([CH2:26][N:1]2[CH2:2][CH2:3][CH:4]([O:7][C:8]3[C:9]([C:14]4[CH:19]=[CH:18][N:17]=[CH:16][CH:15]=4)=[N:10][CH:11]=[CH:12][CH:13]=3)[CH2:5][CH2:6]2)[CH:23]=[N:22]1. (3) The product is: [ClH:24].[NH2:8][C@@H:9]([CH:21]([CH3:23])[CH3:22])/[CH:10]=[C:11](\[CH2:17][CH2:18][CH2:19][CH3:20])/[C:12]([O:14][CH2:15][CH3:16])=[O:13]. Given the reactants C(OC([NH:8][C@@H:9]([CH:21]([CH3:23])[CH3:22])/[CH:10]=[C:11](\[CH2:17][CH2:18][CH2:19][CH3:20])/[C:12]([O:14][CH2:15][CH3:16])=[O:13])=O)(C)(C)C.[ClH:24], predict the reaction product. (4) Given the reactants [Cl:1][C:2]1[CH:7]=[C:6]([Cl:8])[CH:5]=[CH:4][C:3]=1[S:9]([C:11]1[S:15][C:14]([C:16](=[O:18])[CH3:17])=[CH:13][C:12]=1[N+:19]([O-:21])=[O:20])=[O:10].ClC1C=C(C=CC=1)C(OO)=[O:27], predict the reaction product. The product is: [Cl:1][C:2]1[CH:7]=[C:6]([Cl:8])[CH:5]=[CH:4][C:3]=1[S:9]([C:11]1[S:15][C:14]([C:16](=[O:18])[CH3:17])=[CH:13][C:12]=1[N+:19]([O-:21])=[O:20])(=[O:27])=[O:10].